From a dataset of Catalyst prediction with 721,799 reactions and 888 catalyst types from USPTO. Predict which catalyst facilitates the given reaction. (1) Reactant: [CH3:1][O:2][C:3]1[CH:8]=[CH:7][C:6]([C:9]([OH:11])=O)=[CH:5][N:4]=1.CCN(C(C)C)C(C)C.CN(C(ON1N=NC2C=CC=NC1=2)=[N+](C)C)C.F[P-](F)(F)(F)(F)F.[CH3:45][C@H:46]1[CH2:51][O:50][CH2:49][CH2:48][N:47]1[C:52]1[CH:57]=[C:56]([N:58]2[CH2:63][CH2:62][O:61][CH2:60][C@@H:59]2[CH3:64])[N:55]=[C:54]([NH2:65])[N:53]=1. Product: [CH3:45][C@H:46]1[CH2:51][O:50][CH2:49][CH2:48][N:47]1[C:52]1[CH:57]=[C:56]([N:58]2[CH2:63][CH2:62][O:61][CH2:60][C@@H:59]2[CH3:64])[N:55]=[C:54]([NH:65][C:9]([C:6]2[CH:5]=[N:4][C:3]([O:2][CH3:1])=[CH:8][CH:7]=2)=[O:11])[N:53]=1. The catalyst class is: 44. (2) Reactant: C(OC([NH:8][C@H:9]([C:11](O)=[O:12])[CH3:10])=O)(C)(C)C.C1CCC(N=C=NC2CCCCC2)CC1.CO[C:31](=[O:42])[C@@H:32]([CH3:41])[NH:33][CH2:34][C:35]1[CH:40]=[CH:39][CH:38]=[CH:37][CH:36]=1. Product: [CH2:34]([N:33]1[C@H:32]([CH3:41])[C:31](=[O:42])[NH:8][C@@H:9]([CH3:10])[C:11]1=[O:12])[C:35]1[CH:36]=[CH:37][CH:38]=[CH:39][CH:40]=1. The catalyst class is: 4. (3) Reactant: [C:1]1([CH2:7][S:8]([C:11]2[CH:12]=[C:13]3[C:17](=[CH:18][CH:19]=2)[NH:16][C:15](=[O:20])[CH2:14]3)(=[O:10])=[O:9])[CH:6]=[CH:5][CH:4]=[CH:3][CH:2]=1.[CH3:21][C:22]1[C:26]([CH2:27][C:28]([N:30]2[CH2:35][CH2:34][N:33]([CH3:36])[CH2:32][CH2:31]2)=[O:29])=[C:25]([CH3:37])[NH:24][C:23]=1[CH:38]=O.N1CCCCC1. Product: [CH3:21][C:22]1[C:26]([CH2:27][C:28]([N:30]2[CH2:31][CH2:32][N:33]([CH3:36])[CH2:34][CH2:35]2)=[O:29])=[C:25]([CH3:37])[NH:24][C:23]=1/[CH:38]=[C:14]1\[C:15](=[O:20])[NH:16][C:17]2[C:13]\1=[CH:12][C:11]([S:8]([CH2:7][C:1]1[CH:2]=[CH:3][CH:4]=[CH:5][CH:6]=1)(=[O:10])=[O:9])=[CH:19][CH:18]=2. The catalyst class is: 8. (4) Reactant: [C:1]1([C:7]2[N:8]=[CH:9][O:10][CH:11]=2)[CH:6]=[CH:5][CH:4]=[CH:3][CH:2]=1.C([Li])CCC.CCCCCC.[Br:23]Br.[Cl-].[NH4+]. Product: [Br:23][C:9]1[O:10][CH:11]=[C:7]([C:1]2[CH:2]=[CH:3][CH:4]=[CH:5][CH:6]=2)[N:8]=1. The catalyst class is: 1. (5) Reactant: CC(S([NH:7][C@H:8]([C:11]1[CH:16]=[CH:15][N:14]=[C:13]([C:17]([NH2:19])=[O:18])[CH:12]=1)[CH2:9][CH3:10])=O)(C)C.Cl. Product: [NH2:7][C@H:8]([C:11]1[CH:16]=[CH:15][N:14]=[C:13]([C:17]([NH2:19])=[O:18])[CH:12]=1)[CH2:9][CH3:10]. The catalyst class is: 5. (6) Reactant: [C:1]([C:3]1[CH:4]=[C:5]([C:9]2[CH:17]=[CH:16][CH:15]=[CH:14][C:10]=2[C:11](O)=[O:12])[CH:6]=[CH:7][CH:8]=1)#[N:2].O=S(Cl)Cl. Product: [C:1]([C:3]1[CH:4]=[C:5]([C:9]2[CH:17]=[CH:16][CH:15]=[CH:14][C:10]=2[CH2:11][OH:12])[CH:6]=[CH:7][CH:8]=1)#[N:2]. The catalyst class is: 2. (7) Reactant: [CH:1]1([C:4]2[C:5]([O:14][CH2:15][C@H:16]3[CH2:21][CH2:20][C@H:19]([CH3:22])[CH2:18][CH2:17]3)=[CH:6][C:7]([F:13])=[C:8]([CH:12]=2)[C:9]([OH:11])=O)[CH2:3][CH2:2]1.Cl.C(N=C=NCCCN(C)C)C.[N:35]1([S:39]([NH2:42])(=[O:41])=[O:40])[CH2:38][CH2:37][CH2:36]1.Cl. Product: [N:35]1([S:39]([NH:42][C:9](=[O:11])[C:8]2[CH:12]=[C:4]([CH:1]3[CH2:3][CH2:2]3)[C:5]([O:14][CH2:15][C@H:16]3[CH2:21][CH2:20][C@H:19]([CH3:22])[CH2:18][CH2:17]3)=[CH:6][C:7]=2[F:13])(=[O:41])=[O:40])[CH2:38][CH2:37][CH2:36]1. The catalyst class is: 119.